This data is from Reaction yield outcomes from USPTO patents with 853,638 reactions. The task is: Predict the reaction yield, written as a fraction of the theoretical maximum amount of product (1.0 means a 100% yield; for example, 0.34 means a 34% yield). (1) The reactants are [Br:1][C:2]1[CH:3]=[C:4]([NH2:9])[C:5]([NH2:8])=N[CH:7]=1.O.[C:11]([OH:15])(=O)[CH:12]=O.[BH4-].[Na+].[CH3:18]O. The catalyst is O. The product is [Br:1][C:2]1[CH:3]=[C:4]2[C:5](=[CH:18][CH:7]=1)[NH:8][C:11](=[O:15])[CH2:12][NH:9]2. The yield is 0.820. (2) The reactants are Br[CH2:2][C:3]1[CH:8]=[CH:7][C:6]([C:9]2[O:10][C:11]3[C:17]([C:18]([O:20][CH3:21])=[O:19])=[CH:16][C:15]([F:22])=[CH:14][C:12]=3[N:13]=2)=[CH:5][CH:4]=1.[CH3:23][O:24][NH2:25]. No catalyst specified. The product is [F:22][C:15]1[CH:16]=[C:17]([C:18]([O:20][CH3:21])=[O:19])[C:11]2[O:10][C:9]([C:6]3[CH:7]=[CH:8][C:3]([CH2:2][NH:25][O:24][CH3:23])=[CH:4][CH:5]=3)=[N:13][C:12]=2[CH:14]=1. The yield is 0.870. (3) The catalyst is CO. The product is [F:1][C:2]1[CH:3]=[CH:4][C:5]([C:8]2[CH:9]=[CH:10][C:11]([CH2:14][NH:16][CH2:17][C:18]3[CH:19]=[C:20]([CH:30]=[CH:31][CH:32]=3)[CH2:21][NH:22][C:23](=[O:29])[O:24][C:25]([CH3:27])([CH3:28])[CH3:26])=[CH:12][CH:13]=2)=[CH:6][CH:7]=1. The reactants are [F:1][C:2]1[CH:7]=[CH:6][C:5]([C:8]2[CH:13]=[CH:12][C:11]([CH:14]=O)=[CH:10][CH:9]=2)=[CH:4][CH:3]=1.[NH2:16][CH2:17][C:18]1[CH:19]=[C:20]([CH:30]=[CH:31][CH:32]=1)[CH2:21][NH:22][C:23](=[O:29])[O:24][C:25]([CH3:28])([CH3:27])[CH3:26].[BH4-].[Na+]. The yield is 0.850. (4) The reactants are [Br:1][C:2]1[CH:3]=[CH:4][C:5]([C:8]([NH:10][CH2:11][CH:12](OC)[O:13]C)=[O:9])=[N:6][CH:7]=1.Cl.C([O-])(O)=O.[Na+]. The catalyst is C(Cl)Cl. The product is [Br:1][C:2]1[CH:3]=[CH:4][C:5]([C:8]([NH:10][CH2:11][CH:12]=[O:13])=[O:9])=[N:6][CH:7]=1. The yield is 0.800. (5) The reactants are [Br:1][C:2]1[CH:13]=[CH:12][C:5]([O:6][C@@H:7]([CH3:11])[C:8](O)=[O:9])=[CH:4][CH:3]=1.C[N:15]1CCOCC1.[Cl-].[NH4+].Cl. The catalyst is C(Cl)Cl.C1COCC1. The product is [Br:1][C:2]1[CH:13]=[CH:12][C:5]([O:6][C@@H:7]([CH3:11])[C:8]([NH2:15])=[O:9])=[CH:4][CH:3]=1. The yield is 0.774. (6) The reactants are [NH2:1][C:2]1[C:3]([C:25](OCC)=[O:26])=[N:4][C:5]([NH:17][C@H:18]2[CH2:23][CH2:22][C@@H:21]([OH:24])[CH2:20][CH2:19]2)=[N:6][C:7]=1[NH:8][C:9]1[CH:14]=[CH:13][CH:12]=[CH:11][C:10]=1[O:15][CH3:16].O[C@@H]1CC[C@H]([NH:37]C2N=C(C(OCC)=O)C([N+]([O-])=O)=C(NC3C=CC=CC=3OC)N=2)CC1.[CH2:61]([OH:63])C. The catalyst is [Pd]. The product is [OH:24][C@@H:21]1[CH2:22][CH2:23][C@H:18]([NH:17][C:5]2[N:6]=[C:7]3[C:2]([NH:1][C:61](=[O:63])[N:8]3[C:9]3[CH:14]=[CH:13][CH:12]=[CH:11][C:10]=3[O:15][CH3:16])=[C:3]([C:25]([NH2:37])=[O:26])[N:4]=2)[CH2:19][CH2:20]1. The yield is 0.700.